From a dataset of Catalyst prediction with 721,799 reactions and 888 catalyst types from USPTO. Predict which catalyst facilitates the given reaction. (1) Reactant: [CH2:1]([C@H:8]([NH2:25])[CH2:9][N:10]1[CH2:15][CH2:14][CH:13]([O:16][C:17]2[CH:22]=[CH:21][C:20]([F:23])=[C:19]([F:24])[CH:18]=2)[CH2:12][CH2:11]1)[C:2]1[CH:7]=[CH:6][CH:5]=[CH:4][CH:3]=1.C(=O)([O-])[O-].[K+].[K+].[N:32]1[CH:37]=[CH:36][CH:35]=[CH:34][C:33]=1[C:38]1[S:42][C:41]([S:43](Cl)(=[O:45])=[O:44])=[CH:40][CH:39]=1.O. Product: [CH2:1]([C@H:8]([NH:25][S:43]([C:41]1[S:42][C:38]([C:33]2[CH:34]=[CH:35][CH:36]=[CH:37][N:32]=2)=[CH:39][CH:40]=1)(=[O:44])=[O:45])[CH2:9][N:10]1[CH2:11][CH2:12][CH:13]([O:16][C:17]2[CH:22]=[CH:21][C:20]([F:23])=[C:19]([F:24])[CH:18]=2)[CH2:14][CH2:15]1)[C:2]1[CH:3]=[CH:4][CH:5]=[CH:6][CH:7]=1. The catalyst class is: 21. (2) Reactant: O[C:2]1[CH:16]=[C:15]([CH3:17])[C:5]([CH2:6][C:7]2[O:11][C:10](C(O)=O)=[CH:9][CH:8]=2)=[C:4]([CH3:18])[CH:3]=1.O[C:20]1[CH:34]=[C:33]([CH3:35])[CH:32]=[C:31]([CH3:36])[C:21]=1[CH2:22][C:23]1[O:27][C:26](C(O)=O)=[CH:25][CH:24]=1.[OH2:37].[C:38]1(C)C=CC(S(O)(=O)=O)=CC=1.[CH3:49][OH:50].[OH2:51]. Product: [CH3:38][O:37][C:2]1[CH:3]=[C:4]([CH3:18])[C:5]([CH2:6][C:7]2[O:50][C:49]([C:26]([O:27][CH3:23])=[O:51])=[CH:9][CH:8]=2)=[C:15]([CH3:17])[CH:16]=1.[CH3:38][O:37][C:20]1[CH:34]=[C:33]([CH3:35])[CH:32]=[C:31]([CH3:36])[C:21]=1[CH2:22][C:23]1[O:50][C:49]([C:10]([O:11][CH3:7])=[O:51])=[CH:25][CH:24]=1. The catalyst class is: 11. (3) Reactant: [CH3:1][N:2]1[C:7](=[O:8])[C:6]2[C:9]([C:13]([O:15]C)=O)=[C:10]([CH3:12])[S:11][C:5]=2[N:4]([CH2:17][CH:18]([CH3:20])[CH3:19])[C:3]1=[O:21].Br[N:23]1C(=O)CC[C:24]1=O.[C:30](=[O:33])(O)[O-].[Na+].[CH3:35][C:36]1[NH:37][C:38]2[C:43]([CH:44]=1)=[CH:42][CH:41]=[CH:40][CH:39]=2. Product: [CH3:30][O:33][N:23]([CH3:24])[C:13]([C:9]1[C:6]2[C:7](=[O:8])[N:2]([CH3:1])[C:3](=[O:21])[N:4]([CH2:17][CH:18]([CH3:20])[CH3:19])[C:5]=2[S:11][C:10]=1[CH2:12][C:44]1[C:43]2[C:38](=[CH:39][CH:40]=[CH:41][CH:42]=2)[NH:37][C:36]=1[CH3:35])=[O:15]. The catalyst class is: 22. (4) Reactant: [CH3:1][C:2]1[CH:3]=[C:4]2[C:8](=[CH:9][CH:10]=1)[NH:7][C:6](=[O:11])[C:5]2=O.O.NN.Cl. Product: [CH3:1][C:2]1[CH:3]=[C:4]2[C:8](=[CH:9][CH:10]=1)[NH:7][C:6](=[O:11])[CH2:5]2. The catalyst class is: 175. (5) Reactant: [H-].[Na+].[CH:3]1([CH2:7][N:8]([C:11]2[N:16]=[C:15]3[N:17]([CH3:21])[N:18]=[C:19]([CH3:20])[C:14]3=[CH:13][C:12]=2[CH2:22][NH:23][C:24]2[CH:28]=[C:27]([CH3:29])[O:26][N:25]=2)[CH2:9][CH3:10])[CH2:6][CH2:5][CH2:4]1.[F:30][C:31]([F:45])([F:44])[C:32]1[CH:33]=[C:34]([CH:37]=[C:38]([C:40]([F:43])([F:42])[F:41])[CH:39]=1)[CH2:35]Br. Product: [F:30][C:31]([F:44])([F:45])[C:32]1[CH:33]=[C:34]([CH:37]=[C:38]([C:40]([F:43])([F:41])[F:42])[CH:39]=1)[CH2:35][N:23]([CH2:22][C:12]1[CH:13]=[C:14]2[C:19]([CH3:20])=[N:18][N:17]([CH3:21])[C:15]2=[N:16][C:11]=1[N:8]([CH2:7][CH:3]1[CH2:6][CH2:5][CH2:4]1)[CH2:9][CH3:10])[C:24]1[CH:28]=[C:27]([CH3:29])[O:26][N:25]=1. The catalyst class is: 248. (6) Reactant: [C:1]([NH:4][NH:5][C:6](=O)[C:7]1[CH:12]=[CH:11][CH:10]=[C:9]([N+:13]([O-:15])=[O:14])[C:8]=1[O:16][CH3:17])(=O)[CH3:2].COC1C=CC(P2(SP(C3C=CC(OC)=CC=3)(=S)S2)=[S:28])=CC=1. Product: [CH3:17][O:16][C:8]1[C:9]([N+:13]([O-:15])=[O:14])=[CH:10][CH:11]=[CH:12][C:7]=1[C:6]1[S:28][C:1]([CH3:2])=[N:4][N:5]=1. The catalyst class is: 12. (7) Reactant: Br[CH2:2][CH2:3][N:4]1[C:12]([O:13][CH3:14])=[N:11][C:10]2[C:5]1=[N:6][C:7]([O:16][CH2:17][CH2:18][CH2:19][CH3:20])=[N:8][C:9]=2[NH2:15].[NH2:21][CH2:22][CH2:23][OH:24]. Product: [NH2:15][C:9]1[N:8]=[C:7]([O:16][CH2:17][CH2:18][CH2:19][CH3:20])[N:6]=[C:5]2[C:10]=1[N:11]=[C:12]([O:13][CH3:14])[N:4]2[CH2:3][CH2:2][NH:21][CH2:22][CH2:23][OH:24]. The catalyst class is: 10.